Task: Regression. Given a peptide amino acid sequence and an MHC pseudo amino acid sequence, predict their binding affinity value. This is MHC class I binding data.. Dataset: Peptide-MHC class I binding affinity with 185,985 pairs from IEDB/IMGT (1) The peptide sequence is SEMGANFKA. The MHC is HLA-B18:01 with pseudo-sequence HLA-B18:01. The binding affinity (normalized) is 0.558. (2) The peptide sequence is GYRSKACDM. The MHC is HLA-A69:01 with pseudo-sequence HLA-A69:01. The binding affinity (normalized) is 0.0847. (3) The peptide sequence is FFLKSKFNI. The MHC is HLA-A29:02 with pseudo-sequence HLA-A29:02. The binding affinity (normalized) is 0.149. (4) The peptide sequence is FAYKTGSSM. The MHC is HLA-C03:03 with pseudo-sequence HLA-C03:03. The binding affinity (normalized) is 1.00.